Dataset: Reaction yield outcomes from USPTO patents with 853,638 reactions. Task: Predict the reaction yield, written as a fraction of the theoretical maximum amount of product (1.0 means a 100% yield; for example, 0.34 means a 34% yield). The reactants are [CH3:1][S:2]([NH:5][CH2:6][C:7]1[C:15]2[S:14](=[O:17])(=[O:16])[N:13]=[C:12]([CH2:18][C:19]([OH:21])=O)[NH:11][C:10]=2[S:9][CH:8]=1)(=[O:4])=[O:3].F[P-](F)(F)(F)(F)F.N1([O:38][C:39](N(C)C)=[N+](C)C)C2N=CC=CC=2N=N1.CN1CCOCC1.C(OC(=O)[C:57]([CH2:64][NH:65][CH:66]1[CH2:69][CH2:68][CH2:67]1)([CH3:63])[CH2:58][CH2:59][CH:60]([CH3:62])[CH3:61])C.[O-]CC.[Na+].C(O)C. The catalyst is CN(C)C=O. The product is [CH:66]1([N:65]2[CH2:64][C:57]([CH3:63])([CH2:58][CH2:59][CH:60]([CH3:61])[CH3:62])[C:19]([OH:21])=[C:18]([C:12]3[NH:11][C:10]4[S:9][CH:8]=[C:7]([CH2:6][NH:5][S:2]([CH3:1])(=[O:3])=[O:4])[C:15]=4[S:14](=[O:16])(=[O:17])[N:13]=3)[C:39]2=[O:38])[CH2:67][CH2:68][CH2:69]1. The yield is 0.230.